From a dataset of Catalyst prediction with 721,799 reactions and 888 catalyst types from USPTO. Predict which catalyst facilitates the given reaction. Reactant: [CH3:1][C:2]1([CH3:19])[O:6][C@H:5]([C@@H:7]([C:9]2[CH:14]=[CH:13][CH:12]=[CH:11][CH:10]=2)[OH:8])[C@H:4]([CH:15]=C(C)C)[O:3]1.[O:20]=[O+][O-].N#N. Product: [CH3:19][C:2]1([CH3:1])[O:6][C@@H:5]2[C@H:7]([C:9]3[CH:10]=[CH:11][CH:12]=[CH:13][CH:14]=3)[O:8][C@@H:15]([OH:20])[C@@H:4]2[O:3]1. The catalyst class is: 61.